Task: Predict the reaction yield, written as a fraction of the theoretical maximum amount of product (1.0 means a 100% yield; for example, 0.34 means a 34% yield).. Dataset: Reaction yield outcomes from USPTO patents with 853,638 reactions (1) The product is [NH2:22][CH2:21][CH2:20][CH2:19][N:10]1[C:11]2[C:6](=[C:5]([F:4])[CH:14]=[CH:13][C:12]=2[O:15][CH2:16][CH2:17][CH3:18])[C:7](=[O:41])[C:8]([C:33]2[CH:34]=[CH:35][C:36]([O:39][CH3:40])=[CH:37][CH:38]=2)=[CH:9]1. The catalyst is C(O)C. The reactants are O.NN.[F:4][C:5]1[CH:14]=[CH:13][C:12]([O:15][CH2:16][CH2:17][CH3:18])=[C:11]2[C:6]=1[C:7](=[O:41])[C:8]([C:33]1[CH:38]=[CH:37][C:36]([O:39][CH3:40])=[CH:35][CH:34]=1)=[CH:9][N:10]2[CH2:19][CH2:20][CH2:21][N:22]1C(=O)C2C(=CC=CC=2)C1=O. The yield is 0.940. (2) The product is [CH3:12][C:8]1[O:9][CH:10]=[CH:11][C:7]=1[C:5]1[C:4]([C:13]2[CH:14]=[CH:15][N:16]=[CH:17][CH:18]=2)=[CH:3][N:29]=[C:28]([N:24]2[CH2:25][CH2:26][CH2:27][CH:22]([CH3:21])[CH2:23]2)[N:30]=1. The yield is 0.580. The catalyst is C(O)C.O. The reactants are CN(C)[CH:3]=[C:4]([C:13]1[CH:18]=[CH:17][N:16]=[CH:15][CH:14]=1)[C:5]([C:7]1[CH:11]=[CH:10][O:9][C:8]=1[CH3:12])=O.Cl.[CH3:21][CH:22]1[CH2:27][CH2:26][CH2:25][N:24]([C:28](=[NH:30])[NH2:29])[CH2:23]1.CC(C)([O-])C.[K+].